From a dataset of Forward reaction prediction with 1.9M reactions from USPTO patents (1976-2016). Predict the product of the given reaction. (1) Given the reactants [C:1]1([C:7]([C:15]2[CH:20]=[CH:19][CH:18]=[CH:17][CH:16]=2)([CH:9]2[CH2:14][CH2:13][NH:12][CH2:11][CH2:10]2)[OH:8])[CH:6]=[CH:5][CH:4]=[CH:3][CH:2]=1.C(#N)C.[C:24]([C:28]1[CH:36]=[CH:35][C:31]([C:32](Cl)=[O:33])=[CH:30][CH:29]=1)([CH3:27])([CH3:26])[CH3:25], predict the reaction product. The product is: [C:24]([C:28]1[CH:29]=[CH:30][C:31]([C:32]([N:12]2[CH2:13][CH2:14][CH:9]([C:7]([OH:8])([C:15]3[CH:20]=[CH:19][CH:18]=[CH:17][CH:16]=3)[C:1]3[CH:2]=[CH:3][CH:4]=[CH:5][CH:6]=3)[CH2:10][CH2:11]2)=[O:33])=[CH:35][CH:36]=1)([CH3:27])([CH3:25])[CH3:26]. (2) Given the reactants [F:1][C:2]([F:10])([F:9])[C:3]([C:5]([F:8])([F:7])[F:6])=[O:4].[CH2:11](Br)[CH:12]=[CH2:13].Cl, predict the reaction product. The product is: [CH2:13]([C:3]([OH:4])([C:5]([F:8])([F:7])[F:6])[C:2]([F:10])([F:9])[F:1])[CH:12]=[CH2:11]. (3) Given the reactants Br[C:2]1[CH:3]=[C:4]([CH:8]([OH:18])[CH2:9][CH2:10][NH:11][C:12](=[O:17])[C:13]([F:16])([F:15])[F:14])[CH:5]=[CH:6][CH:7]=1.[CH3:19][CH:20]([CH3:24])[CH2:21][C:22]#[CH:23], predict the reaction product. The product is: [F:14][C:13]([F:16])([F:15])[C:12]([NH:11][CH2:10][CH2:9][CH:8]([OH:18])[C:4]1[CH:5]=[CH:6][CH:7]=[C:2]([C:23]#[C:22][CH2:21][CH:20]([CH3:24])[CH3:19])[CH:3]=1)=[O:17]. (4) Given the reactants FC1C=CC([S:8]([Cl:11])(=[O:10])=[O:9])=CC=1OC.N[C:15]1[CH:22]=[C:21]([Cl:23])[CH:20]=[CH:19][C:16]=1[C:17]#[N:18], predict the reaction product. The product is: [Cl:23][C:21]1[CH:20]=[CH:19][C:16]([C:17]#[N:18])=[C:15]([S:8]([Cl:11])(=[O:10])=[O:9])[CH:22]=1.